Dataset: Catalyst prediction with 721,799 reactions and 888 catalyst types from USPTO. Task: Predict which catalyst facilitates the given reaction. (1) Reactant: C([CH:3]([C:7]([Cl:9])=O)C(Cl)=O)C.[Cl:10][C:11]1[C:12]([O:22][CH3:23])=[CH:13][CH:14]=[C:15]([CH:21]=1)[NH:16][C:17](=[O:20])[CH2:18]Cl.C(N(CC)CC)C.[CH2:31]([O-:33])[CH3:32].[Na+].[CH2:35]([OH:37])C. Product: [Cl:10][C:11]1[CH:21]=[C:15]2[C:14]([C:3]([CH2:7][Cl:9])=[C:18]([C:35]([O:33][CH2:31][CH3:32])=[O:37])[C:17](=[O:20])[NH:16]2)=[CH:13][C:12]=1[O:22][CH3:23]. The catalyst class is: 47. (2) Reactant: [CH2:1]([C:3]1[CH:4]=[CH:5][C:6](N)=[C:7]([CH2:9][C:10]([OH:12])=[O:11])[CH:8]=1)[CH3:2].N([O-])=O.[Na+].[I-:18].[K+]. Product: [CH2:1]([C:3]1[CH:4]=[CH:5][C:6]([I:18])=[C:7]([CH2:9][C:10]([OH:12])=[O:11])[CH:8]=1)[CH3:2]. The catalyst class is: 223. (3) Reactant: [F:1][C@@H:2]1[CH2:6][N:5]([C:7](=[O:26])[CH2:8][C:9]2[CH:25]=[CH:24][C:12]3[N:13]=[C:14]([NH:16][C:17]4[CH:22]=[CH:21][CH:20]=[CH:19][C:18]=4[CH3:23])[O:15][C:11]=3[CH:10]=2)[C@H:4]([CH2:27][O:28][CH2:29][CH2:30][CH2:31][CH2:32][CH2:33][C:34]([O:36]C)=[O:35])[CH2:3]1.[OH-].[Na+:39].C(O)C.CCOCC. Product: [F:1][C@@H:2]1[CH2:6][N:5]([C:7](=[O:26])[CH2:8][C:9]2[CH:25]=[CH:24][C:12]3[N:13]=[C:14]([NH:16][C:17]4[CH:22]=[CH:21][CH:20]=[CH:19][C:18]=4[CH3:23])[O:15][C:11]=3[CH:10]=2)[C@H:4]([CH2:27][O:28][CH2:29][CH2:30][CH2:31][CH2:32][CH2:33][C:34]([O-:36])=[O:35])[CH2:3]1.[Na+:39]. The catalyst class is: 1. (4) Reactant: C([Li])CCC.[NH:6]1[CH:10]=[CH:9][C:8]([C:11]([OH:13])=[O:12])=[CH:7]1.[C:14]([C:18]1[N:22]([CH2:23][CH:24]2[CH2:29][CH2:28][O:27][CH2:26][CH2:25]2)[C:21]2[CH:30]=[CH:31][C:32]([S:34](Cl)(=[O:36])=[O:35])=[CH:33][C:20]=2[N:19]=1)([CH3:17])([CH3:16])[CH3:15]. Product: [C:14]([C:18]1[N:22]([CH2:23][CH:24]2[CH2:25][CH2:26][O:27][CH2:28][CH2:29]2)[C:21]2[CH:30]=[CH:31][C:32]([S:34]([N:6]3[CH:10]=[CH:9][C:8]([C:11]([OH:13])=[O:12])=[CH:7]3)(=[O:35])=[O:36])=[CH:33][C:20]=2[N:19]=1)([CH3:17])([CH3:15])[CH3:16]. The catalyst class is: 49. (5) Reactant: [N:1]1[CH:6]=[C:5]([NH2:7])[CH:4]=[CH:3][C:2]=1[NH2:8].O[CH2:10][CH:11]([CH2:13]O)O.[N+](C1C=C(S([O-])(=O)=O)C=CC=1)([O-])=O.[Na+].S(=O)(=O)(O)O.[OH-].[Na+]. Product: [N:1]1[C:6]2[C:5](=[N:7][CH:10]=[CH:11][CH:13]=2)[CH:4]=[CH:3][C:2]=1[NH2:8]. The catalyst class is: 6. (6) Reactant: C([O:3][C:4](=[O:13])[CH2:5][CH2:6][C:7]1[N:8]([CH3:12])[N:9]=[CH:10][CH:11]=1)C.[OH-].[Li+].O. Product: [CH3:12][N:8]1[C:7]([CH2:6][CH2:5][C:4]([OH:13])=[O:3])=[CH:11][CH:10]=[N:9]1. The catalyst class is: 36. (7) Product: [Cl:28][C:25]1[CH:26]=[CH:27][C:22]([C:15]2[N:16]([CH:19]3[CH2:21][CH2:20]3)[C:17](=[O:18])[N:13]([CH2:12][C:11]([NH:10][CH2:9][CH:8]([NH:7][S:2]([CH3:1])(=[O:4])=[O:3])[C:30]3[CH:35]=[CH:34][CH:33]=[CH:32][C:31]=3[C:36]([F:38])([F:39])[F:37])=[O:29])[N:14]=2)=[CH:23][CH:24]=1. Reactant: [CH3:1][S:2](Cl)(=[O:4])=[O:3].Cl.[NH2:7][CH:8]([C:30]1[CH:35]=[CH:34][CH:33]=[CH:32][C:31]=1[C:36]([F:39])([F:38])[F:37])[CH2:9][NH:10][C:11](=[O:29])[CH2:12][N:13]1[C:17](=[O:18])[N:16]([CH:19]2[CH2:21][CH2:20]2)[C:15]([C:22]2[CH:27]=[CH:26][C:25]([Cl:28])=[CH:24][CH:23]=2)=[N:14]1. The catalyst class is: 17.